Task: Predict the reactants needed to synthesize the given product.. Dataset: Full USPTO retrosynthesis dataset with 1.9M reactions from patents (1976-2016) (1) Given the product [CH2:24]([O:23][C:20]1[CH:21]=[CH:22][C:17]([S:14]([NH:13][CH:10]2[CH2:9][CH2:8][C:7]3([N:27]=[C:28]([CH3:29])[NH:6][C:5]3=[O:1])[CH2:12][CH2:11]2)(=[O:15])=[O:16])=[CH:18][C:19]=1[CH3:26])[CH3:25], predict the reactants needed to synthesize it. The reactants are: [OH-:1].[Na+].OO.[C:5]([C:7]1([NH:27][C:28](=O)[CH3:29])[CH2:12][CH2:11][CH:10]([NH:13][S:14]([C:17]2[CH:22]=[CH:21][C:20]([O:23][CH2:24][CH3:25])=[C:19]([CH3:26])[CH:18]=2)(=[O:16])=[O:15])[CH2:9][CH2:8]1)#[N:6]. (2) Given the product [CH:5]12[CH2:6][CH2:7][CH:1]([CH2:9][CH2:8]1)[CH2:2][N:3]([C:10]([CH2:12][N:13]1[C:19]3[C:20]([CH3:24])=[CH:21][CH:22]=[CH:23][C:18]=3[C:17]([C:25]3[CH:30]=[CH:29][CH:28]=[CH:27][C:26]=3[F:31])=[N:16][CH:15]([NH:32][C:33]([NH:35][C:36]3[CH:41]=[CH:40][CH:39]=[C:38]([C:42](=[N:47][OH:48])[CH3:43])[CH:37]=3)=[O:34])[C:14]1=[O:45])=[O:11])[CH2:4]2, predict the reactants needed to synthesize it. The reactants are: [CH:1]12[CH2:9][CH2:8][CH:5]([CH2:6][CH2:7]1)[CH2:4][N:3]([C:10]([CH2:12][N:13]1[C:19]3[C:20]([CH3:24])=[CH:21][CH:22]=[CH:23][C:18]=3[C:17]([C:25]3[CH:30]=[CH:29][CH:28]=[CH:27][C:26]=3[F:31])=[N:16][CH:15]([NH:32][C:33]([NH:35][C:36]3[CH:41]=[CH:40][CH:39]=[C:38]([C:42](=O)[CH3:43])[CH:37]=3)=[O:34])[C:14]1=[O:45])=[O:11])[CH2:2]2.Cl.[NH2:47][OH:48].C(N(CC)CC)C.Cl.